From a dataset of Reaction yield outcomes from USPTO patents with 853,638 reactions. Predict the reaction yield, written as a fraction of the theoretical maximum amount of product (1.0 means a 100% yield; for example, 0.34 means a 34% yield). The reactants are [C:1]([O:5][C:6]([N:8]1[CH2:16][C:15]2[C:10](=[CH:11][CH:12]=[C:13](Br)[CH:14]=2)[CH2:9]1)=[O:7])([CH3:4])([CH3:3])[CH3:2].C(P(C(C)(C)C)C1C=CC=CC=1C1C=CC=CC=1)(C)(C)C.CC(C)([O-])C.[Na+].[CH3:45][N:46]1[CH2:51][CH2:50][NH:49][CH2:48][CH2:47]1. The catalyst is CCOCC.C1C=CC(/C=C/C(/C=C/C2C=CC=CC=2)=O)=CC=1.C1C=CC(/C=C/C(/C=C/C2C=CC=CC=2)=O)=CC=1.C1C=CC(/C=C/C(/C=C/C2C=CC=CC=2)=O)=CC=1.[Pd].[Pd].C1(C)C=CC=CC=1. The product is [C:1]([O:5][C:6]([N:8]1[CH2:16][C:15]2[C:10](=[CH:11][CH:12]=[C:13]([N:49]3[CH2:50][CH2:51][N:46]([CH3:45])[CH2:47][CH2:48]3)[CH:14]=2)[CH2:9]1)=[O:7])([CH3:4])([CH3:3])[CH3:2]. The yield is 0.460.